This data is from Peptide-MHC class I binding affinity with 185,985 pairs from IEDB/IMGT. The task is: Regression. Given a peptide amino acid sequence and an MHC pseudo amino acid sequence, predict their binding affinity value. This is MHC class I binding data. The MHC is HLA-B51:01 with pseudo-sequence HLA-B51:01. The binding affinity (normalized) is 0.0847. The peptide sequence is RPKPDYSAM.